Task: Regression/Classification. Given a drug SMILES string, predict its absorption, distribution, metabolism, or excretion properties. Task type varies by dataset: regression for continuous measurements (e.g., permeability, clearance, half-life) or binary classification for categorical outcomes (e.g., BBB penetration, CYP inhibition). Dataset: cyp2c19_veith.. Dataset: CYP2C19 inhibition data for predicting drug metabolism from PubChem BioAssay (1) The drug is COc1ccc(CC(=O)NC(=S)Nc2ccc(S(=O)(=O)NC(C)(C)C)cc2)cc1. The result is 1 (inhibitor). (2) The molecule is CON1C(=O)C(=O)N(OC)C2CCCCC21. The result is 0 (non-inhibitor). (3) The compound is CC(=O)N1CCC2(CC1)CC(=O)c1cc(OCC(=O)N3CCN(C)CC3)ccc1O2. The result is 0 (non-inhibitor). (4) The drug is C/C(=N\NC(=O)c1[nH]c2c([N+](=O)[O-])cc(C)cc2c1-c1ccccc1)c1cccnc1. The result is 1 (inhibitor). (5) The compound is O=C(N1CCOCC1)N1CCN(c2ccccc2)CC1. The result is 1 (inhibitor). (6) The drug is N#Cc1c(-c2ccccc2)nc2n(c1=O)CCS2. The result is 1 (inhibitor).